From a dataset of Reaction yield outcomes from USPTO patents with 853,638 reactions. Predict the reaction yield, written as a fraction of the theoretical maximum amount of product (1.0 means a 100% yield; for example, 0.34 means a 34% yield). (1) The reactants are C(OC(=O)[NH:7][CH:8]([CH2:20][C:21]1[CH:26]=[CH:25][C:24]([O:27][C:28]2[CH:33]=[CH:32][C:31]([CH2:34][CH2:35][C:36](=[O:39])[NH:37][OH:38])=[CH:30][CH:29]=2)=[CH:23][CH:22]=1)[C:9]([N:11]1[CH2:16][CH2:15][N:14]([C:17](=[O:19])[CH3:18])[CH2:13][CH2:12]1)=[O:10])(C)(C)C.C(Cl)[Cl:42]. No catalyst specified. The product is [ClH:42].[C:17]([N:14]1[CH2:15][CH2:16][N:11]([C:9](=[O:10])[CH:8]([NH2:7])[CH2:20][C:21]2[CH:22]=[CH:23][C:24]([O:27][C:28]3[CH:33]=[CH:32][C:31]([CH2:34][CH2:35][C:36]([NH:37][OH:38])=[O:39])=[CH:30][CH:29]=3)=[CH:25][CH:26]=2)[CH2:12][CH2:13]1)(=[O:19])[CH3:18]. The yield is 0.850. (2) The reactants are [S:1]1[CH:5]=[CH:4][C:3]([CH:6]=[O:7])=[CH:2]1.[CH:8]1([Mg]Cl)[CH2:13][CH2:12][CH2:11][CH2:10][CH2:9]1. The catalyst is CCOCC. The product is [CH:8]1([CH:6]([C:3]2[CH:4]=[CH:5][S:1][CH:2]=2)[OH:7])[CH2:13][CH2:12][CH2:11][CH2:10][CH2:9]1. The yield is 0.840. (3) The reactants are [CH3:1][C:2]1[N:7]=[C:6]([SH:8])[N:5]=[C:4]([OH:9])[CH:3]=1.C(=O)([O-])[O-].[K+].[K+].Br[CH2:17][C:18]1[C:19]([CH2:26][CH3:27])=[N:20][CH:21]=[CH:22][C:23]=1[CH2:24][CH3:25]. The catalyst is CN(C=O)C. The product is [CH2:26]([C:19]1[C:18]([CH2:17][S:8][C:6]2[N:5]=[C:4]([OH:9])[CH:3]=[C:2]([CH3:1])[N:7]=2)=[C:23]([CH2:24][CH3:25])[CH:22]=[CH:21][N:20]=1)[CH3:27]. The yield is 0.560. (4) The product is [Cl:1][C:2]1[CH:3]=[CH:4][C:5](/[CH:10]=[CH:11]\[C@@H:12]2[NH:16][C:15](=[O:17])[CH2:14][CH2:13]2)=[N:6][C:7]=1[O:8][CH3:9]. The yield is 0.710. The reactants are [Cl:1][C:2]1[CH:3]=[CH:4][C:5]([C:10]#[C:11][C@@H:12]2[NH:16][C:15](=[O:17])[CH2:14][CH2:13]2)=[N:6][C:7]=1[O:8][CH3:9].[H][H]. The catalyst is [Pd].CC([O-])=O.CC([O-])=O.[Pb+2].CO. (5) The yield is 0.630. The product is [C:1]([O:5][C:6]([N:8]1[CH2:13][CH2:12][C:11]([C:17]#[N:18])([C:14]([NH2:21])=[O:15])[CH2:10][CH2:9]1)=[O:7])([CH3:4])([CH3:3])[CH3:2]. The catalyst is ClCCl.O. The reactants are [C:1]([O:5][C:6]([N:8]1[CH2:13][CH2:12][C:11]([C:17]#[N:18])([C:14](O)=[O:15])[CH2:10][CH2:9]1)=[O:7])([CH3:4])([CH3:3])[CH3:2].C([N:21](CC)CC)C.ClC(OCC(C)C)=O.N. (6) The reactants are [CH3:1][C:2]1[CH:6]=[CH:5][S:4][C:3]=1[CH2:7][C:8]([C:10]1[CH:15]=[CH:14][N:13]=[CH:12][CH:11]=1)=[O:9].[C:16]1([CH3:22])[CH:21]=[CH:20][CH:19]=[CH:18][CH:17]=1. The catalyst is C(Br)C1C=CC=CC=1. The product is [CH2:22]([N:13]1[CH2:12][CH:11]=[C:10]([CH:8]([OH:9])[CH2:7][C:3]2[S:4][CH:5]=[CH:6][C:2]=2[CH3:1])[CH2:15][CH2:14]1)[C:16]1[CH:21]=[CH:20][CH:19]=[CH:18][CH:17]=1. The yield is 0.730. (7) The reactants are [Cl:1][C:2]1[CH:11]=[C:10]([CH:12]([NH2:14])[CH3:13])[C:9]([C:15]2[CH:20]=[CH:19][CH:18]=[C:17]([F:21])[CH:16]=2)=[C:8]2[C:3]=1[CH:4]=[CH:5][N:6]=[N:7]2.Br[C:23]1[N:31]=[CH:30][N:29]=[C:28]2[C:24]=1[N:25]=[CH:26][N:27]2C1CCCCO1.C(N(CC)C(C)C)(C)C.Cl.O. The catalyst is C(O)C.CO. The product is [Cl:1][C:2]1[CH:11]=[C:10]([CH:12]([NH:14][C:23]2[N:31]=[CH:30][N:29]=[C:28]3[C:24]=2[N:25]=[CH:26][NH:27]3)[CH3:13])[C:9]([C:15]2[CH:20]=[CH:19][CH:18]=[C:17]([F:21])[CH:16]=2)=[C:8]2[C:3]=1[CH:4]=[CH:5][N:6]=[N:7]2. The yield is 0.620.